From a dataset of Full USPTO retrosynthesis dataset with 1.9M reactions from patents (1976-2016). Predict the reactants needed to synthesize the given product. (1) Given the product [Cl:1][C:2]1[CH:3]=[C:4]([CH2:8][CH2:9][NH:10][CH2:18][CH2:19][S:20][CH2:21][CH2:22][CH2:23][NH:24][CH2:25][C@@H:26]([C:27]2[C:35]3[S:34][C:33](=[O:36])[NH:32][C:31]=3[C:30]([OH:37])=[CH:29][CH:28]=2)[OH:38])[CH:5]=[CH:6][CH:7]=1, predict the reactants needed to synthesize it. The reactants are: [Cl:1][C:2]1[CH:3]=[C:4]([CH2:8][CH2:9][N:10]([CH2:18][CH2:19][S:20][CH2:21][CH2:22][CH2:23][NH:24][CH2:25][C@H:26]([OH:38])[C:27]2[C:35]3[S:34][C:33](=[O:36])[NH:32][C:31]=3[C:30]([OH:37])=[CH:29][CH:28]=2)C(=O)OC(C)(C)C)[CH:5]=[CH:6][CH:7]=1.Br. (2) Given the product [CH:129]1([NH:128][C:126](=[O:127])[NH:125][C:122]2[N:121]=[CH:120][C:119]([O:118][C:115]3[CH:114]=[CH:113][N:112]=[C:111]4[CH:110]=[C:109]([C:106]5[N:105]=[CH:104][C:103]([CH2:102][N:97]([CH2:98][CH2:99][O:100][CH3:101])[C:95](=[O:96])[CH2:94][OH:93])=[CH:108][CH:107]=5)[S:117][C:116]=34)=[CH:124][CH:123]=2)[CH2:130][CH2:131]1, predict the reactants needed to synthesize it. The reactants are: C1(NC(=O)NC2C=CC(OC3C=CN=C4C=C(C5N=CN(CCN6CCN(C(OC(C)(C)C)=O)CC6)C=5)SC=34)=C(F)C=2)CC1.C1(NC(NC2C=CC(OC3C=CN=C4C=C(C5C=CC(CN6CCNCC6)=CN=5)SC=34)=C(F)C=2)=O)CC1.C(OCC(O)=O)(=O)C.C([O:93][CH2:94][C:95]([N:97]([CH2:102][C:103]1[CH:104]=[N:105][C:106]([C:109]2[S:117][C:116]3[C:111](=[N:112][CH:113]=[CH:114][C:115]=3[O:118][C:119]3[CH:120]=[N:121][C:122]([NH:125][C:126]([NH:128][CH:129]4[CH2:131][CH2:130]4)=[O:127])=[CH:123][CH:124]=3)[CH:110]=2)=[CH:107][CH:108]=1)[CH2:98][CH2:99][O:100][CH3:101])=[O:96])(=O)C. (3) The reactants are: C([NH:4][C:5]1[N:9]([CH:10]2[CH2:15][CH2:14][CH2:13][N:12]([C:16]([O:18][C:19]([CH3:22])([CH3:21])[CH3:20])=[O:17])[CH2:11]2)[N:8]=[C:7]([C:23]2[CH:28]=[CH:27][C:26]([O:29][C:30]3[CH:35]=[CH:34][C:33]([F:36])=[CH:32][CH:31]=3)=[CH:25][C:24]=2[Cl:37])[C:6]=1[C:38](O)=[O:39])(=O)C.O[N:42]1C2C=CC=CC=2N=N1.Cl.CN(C)CCCN=C=N.N.O1CCOCC1. Given the product [NH2:4][C:5]1[N:9]([CH:10]2[CH2:15][CH2:14][CH2:13][N:12]([C:16]([O:18][C:19]([CH3:22])([CH3:21])[CH3:20])=[O:17])[CH2:11]2)[N:8]=[C:7]([C:23]2[CH:28]=[CH:27][C:26]([O:29][C:30]3[CH:31]=[CH:32][C:33]([F:36])=[CH:34][CH:35]=3)=[CH:25][C:24]=2[Cl:37])[C:6]=1[C:38](=[O:39])[NH2:42], predict the reactants needed to synthesize it. (4) Given the product [O:10]1[CH:11]=[CH:12][CH:13]=[C:9]1[C:5]1[O:6][C:7]([CH3:8])=[C:3]([CH2:2][O:14][C:15]2[CH:16]=[C:17]([CH:20]=[CH:21][C:22]=2[O:23][CH3:24])[CH:18]=[O:19])[N:4]=1, predict the reactants needed to synthesize it. The reactants are: Cl[CH2:2][C:3]1[N:4]=[C:5]([C:9]2[O:10][CH:11]=[CH:12][CH:13]=2)[O:6][C:7]=1[CH3:8].[OH:14][C:15]1[CH:16]=[C:17]([CH:20]=[CH:21][C:22]=1[O:23][CH3:24])[CH:18]=[O:19].C(=O)([O-])[O-].[K+].[K+].CN(C)C=O. (5) Given the product [OH:21][C:18]1[CH:19]=[CH:20][C:15]([S:12](=[O:13])(=[O:14])[NH:11][C:8]2[CH:9]=[CH:10][C:5]3[CH2:4][O:3][B:2]([OH:1])[C:6]=3[CH:7]=2)=[C:16]([CH2:23][C:24]([O:26][CH2:27][CH3:28])=[O:25])[CH:17]=1, predict the reactants needed to synthesize it. The reactants are: [OH:1][B:2]1[C:6]2[CH:7]=[C:8]([NH:11][S:12]([C:15]3[CH:20]=[CH:19][C:18]([O:21]C)=[CH:17][C:16]=3[CH2:23][C:24]([O:26][CH2:27][CH3:28])=[O:25])(=[O:14])=[O:13])[CH:9]=[CH:10][C:5]=2[CH2:4][O:3]1.B(Br)(Br)Br. (6) Given the product [CH3:59][Si:60]([CH3:71])([CH3:70])[C:61]1[C:65]([Si:66]([CH3:69])([CH3:68])[CH3:67])=[CH:64][C:57]2[C:36](=[CH:37][C:11]3[C:12]([CH:56]=2)=[CH:13][C:14]2[C:9](=[CH:8][C:7]4[C:16]([CH:15]=2)=[CH:17][C:18]2[C:5](=[CH:4][C:3]([Si:2]([CH3:34])([CH3:1])[CH3:33])=[C:20]([Si:21]([CH3:24])([CH3:22])[CH3:23])[CH:19]=2)[CH:6]=4)[CH:10]=3)[CH:62]=1.[Br:72][C:73]1[CH:74]=[C:75]2[C:92](=[CH:93][C:94]=1[Br:95])[CH:91]=[C:90]1[C:77]([CH:78]=[C:79]3[C:88](=[CH:89]1)[CH:87]=[C:86]1[C:81]([CH:82]=[C:83]4[C:84](=[CH:85]1)[CH:54]=[C:55]1[C:38]([CH:37]=[CH:36][CH:57]=[CH:56]1)=[CH:39]4)=[CH:80]3)=[CH:76]2, predict the reactants needed to synthesize it. The reactants are: [CH3:1][Si:2]([CH3:34])([CH3:33])[C:3]1[C:20]([Si:21]([CH3:24])([CH3:23])[CH3:22])=[CH:19][C:18]2[C:5](=[CH:6][C:7]3[C:16]([CH:17]=2)=[CH:15][C:14]2[C:9](=[C:10]([Si](C)(C)C)[C:11]([Si](C)(C)C)=[CH:12][CH:13]=2)[CH:8]=3)[CH:4]=1.O[C:36]1[CH:37]=[C:38]2[C:55](=[CH:56][C:57]=1O)[CH:54]=[C:57]1[C:36]([CH:37]=[C:38]3[C:55](=[CH:56]1)[CH:54]=C1C(C=CC=C1)=[CH:39]3)=[CH:39]2.[CH3:59][Si:60]([CH3:71])([CH3:70])[C:61]1[C:65]([Si:66]([CH3:69])([CH3:68])[CH3:67])=[CH:64]O[CH:62]=1.[Br:72][C:73]1[CH:74]=[C:75]2[C:92](=[CH:93][C:94]=1[Br:95])[CH:91]=[C:90]1[C:77]([CH:78]=[C:79]3[C:88](=[CH:89]1)[CH:87]=[C:86]1[C:81]([CH:82]=[CH:83][CH:84]=[CH:85]1)=[CH:80]3)=[CH:76]2.